From a dataset of Forward reaction prediction with 1.9M reactions from USPTO patents (1976-2016). Predict the product of the given reaction. (1) Given the reactants [Cl:1][C:2]1[N:3]=[CH:4][NH:5][C:6]=1[Cl:7].[OH-].[K+].Br[CH2:11][C:12]1[CH:25]=[CH:24][C:23]2[C:14](=[CH:15][C:16]3[C:21]([CH:22]=2)=[CH:20][CH:19]=[CH:18][CH:17]=3)[CH:13]=1.[C:26](#[N:28])[CH3:27], predict the reaction product. The product is: [Cl-:1].[CH:13]1[C:14]2[C:23](=[CH:22][C:21]3[C:16]([CH:15]=2)=[CH:17][CH:18]=[CH:19][CH:20]=3)[CH:24]=[CH:25][C:12]=1[CH2:11][N+:3]1[C:2]([Cl:1])=[C:6]([Cl:7])[N:5]([CH2:27][C:26]2[CH:16]=[CH:15][C:14]3[C:13](=[CH:12][CH:25]=[CH:24][CH:23]=3)[N:28]=2)[CH:4]=1. (2) Given the reactants C([O:3][C:4]([C:6]1[C:7]([C:19]2[N:20](C(OC(C)(C)C)=O)[C:21]3[C:26]([CH:27]=2)=[CH:25][CH:24]=[CH:23][CH:22]=3)=[N:8][N:9]([CH2:11][O:12][CH2:13][CH2:14][Si:15]([CH3:18])([CH3:17])[CH3:16])[CH:10]=1)=[O:5])C, predict the reaction product. The product is: [NH:20]1[C:21]2[C:26](=[CH:25][CH:24]=[CH:23][CH:22]=2)[CH:27]=[C:19]1[C:7]1[C:6]([C:4]([OH:5])=[O:3])=[CH:10][N:9]([CH2:11][O:12][CH2:13][CH2:14][Si:15]([CH3:18])([CH3:17])[CH3:16])[N:8]=1. (3) Given the reactants [CH2:1]([O:8][C:9]1[CH:14]=[CH:13][C:12]([CH2:15][CH:16]([O:20][CH2:21][CH3:22])[C:17]([OH:19])=[O:18])=[CH:11][CH:10]=1)[C:2]1[CH:7]=[CH:6][CH:5]=[CH:4][CH:3]=1.C(Cl)CCl.C(N(C(C)C)CC)(C)C.C1C=CC2N(O)N=NC=2C=1.[CH:46]1[CH:51]=[CH:50][C:49]([CH:52]([NH2:55])[CH2:53][OH:54])=[CH:48][CH:47]=1, predict the reaction product. The product is: [CH2:1]([O:8][C:9]1[CH:10]=[CH:11][C:12]([CH2:15][C@H:16]([O:20][CH2:21][CH3:22])[C:17]([NH:55][C@H:52]([C:49]2[CH:50]=[CH:51][CH:46]=[CH:47][CH:48]=2)[CH2:53][OH:54])=[O:19])=[CH:13][CH:14]=1)[C:2]1[CH:3]=[CH:4][CH:5]=[CH:6][CH:7]=1.[CH2:1]([O:8][C:9]1[CH:14]=[CH:13][C:12]([CH2:15][C@@H:16]([O:20][CH2:21][CH3:22])[C:17]([NH:55][C@H:52]([C:49]2[CH:50]=[CH:51][CH:46]=[CH:47][CH:48]=2)[CH2:53][OH:54])=[O:18])=[CH:11][CH:10]=1)[C:2]1[CH:3]=[CH:4][CH:5]=[CH:6][CH:7]=1. (4) The product is: [CH2:10]([N:17]1[CH2:22][CH2:21][N:20]([C:3](=[O:5])[C@H:2]([OH:1])[CH2:6][CH:7]([CH3:9])[CH3:8])[CH2:19][CH2:18]1)[C:11]1[CH:12]=[CH:13][CH:14]=[CH:15][CH:16]=1. Given the reactants [OH:1][C@H:2]([CH2:6][CH:7]([CH3:9])[CH3:8])[C:3]([OH:5])=O.[CH2:10]([N:17]1[CH2:22][CH2:21][NH:20][CH2:19][CH2:18]1)[C:11]1[CH:16]=[CH:15][CH:14]=[CH:13][CH:12]=1.CCN(CC)CC.C1C=CC2N(O)N=NC=2C=1.CCN=C=NCCCN(C)C.Cl, predict the reaction product.